From a dataset of Full USPTO retrosynthesis dataset with 1.9M reactions from patents (1976-2016). Predict the reactants needed to synthesize the given product. (1) Given the product [C:14]([Si:11]([CH3:13])([CH3:12])[O:10][CH:9]1[CH2:8][CH2:7][S:6][C:5]2[S:18][C:2]([Sn:25]([CH2:30][CH2:31][CH2:32][CH3:33])([CH2:34][CH2:35][CH2:36][CH3:37])[CH2:26][CH2:27][CH2:28][CH3:29])=[CH:3][C:4]1=2)([CH3:17])([CH3:16])[CH3:15], predict the reactants needed to synthesize it. The reactants are: Br[C:2]1[S:18][C:5]2[S:6][CH2:7][CH2:8][CH:9]([O:10][Si:11]([C:14]([CH3:17])([CH3:16])[CH3:15])([CH3:13])[CH3:12])[C:4]=2[CH:3]=1.C([Li])CCC.Cl[Sn:25]([CH2:34][CH2:35][CH2:36][CH3:37])([CH2:30][CH2:31][CH2:32][CH3:33])[CH2:26][CH2:27][CH2:28][CH3:29]. (2) Given the product [Br:26][C:27]1[CH:33]=[CH:32][CH:31]=[CH:30][C:28]=1[NH:29][C:20]([CH2:11][CH2:10][CH2:9][NH:8][C:6]([O:5][C:1]([CH3:2])([CH3:3])[CH3:4])=[O:7])=[O:24], predict the reactants needed to synthesize it. The reactants are: [C:1]([O:5][C:6]([NH:8][CH2:9][CH2:10][C:11](O)=O)=[O:7])([CH3:4])([CH3:3])[CH3:2].N1C=CC=CC=1.[C:20](Cl)(=[O:24])C(Cl)=O.[Br:26][C:27]1[CH:33]=[CH:32][CH:31]=[CH:30][C:28]=1[NH2:29]. (3) Given the product [CH2:1]([C:5]1[N:6]([CH2:21][C:22]2[CH:27]=[CH:26][C:25]([C:28]3[C:29]([C:34]([OH:36])=[O:35])=[CH:30][CH:31]=[CH:32][CH:33]=3)=[CH:24][CH:23]=2)[N:7]=[C:8]([C:10]([F:14])([F:15])[CH2:11][CH2:12][CH3:13])[N:9]=1)[CH2:2][CH2:3][CH3:4], predict the reactants needed to synthesize it. The reactants are: [CH2:1]([C:5]1[N:9]=[C:8]([C:10]([F:15])([F:14])[CH2:11][CH2:12][CH3:13])[NH:7][N:6]=1)[CH2:2][CH2:3][CH3:4].[H-].[Na+].[H][H].Br[CH2:21][C:22]1[CH:27]=[CH:26][C:25]([C:28]2[CH:33]=[CH:32][CH:31]=[CH:30][C:29]=2[C:34]([O:36]C)=[O:35])=[CH:24][CH:23]=1. (4) Given the product [Br:19][C:20]1[CH:21]=[C:22]([C:5]2[C:6]([C:7]#[N:8])=[CH:9][C:2]([F:1])=[CH:3][CH:4]=2)[CH:23]=[C:24]([F:26])[CH:25]=1, predict the reactants needed to synthesize it. The reactants are: [F:1][C:2]1[CH:3]=[CH:4][C:5](B2OC(C)(C)C(C)(C)O2)=[C:6]([CH:9]=1)[C:7]#[N:8].[Br:19][C:20]1[CH:25]=[C:24]([F:26])[CH:23]=[C:22](Br)[CH:21]=1. (5) The reactants are: [Cl:1][C:2]1[CH:7]=[C:6]([Cl:8])[CH:5]=[CH:4][C:3]=1[CH:9]1[CH2:14][CH2:13][CH2:12][CH2:11][C:10]1=[O:15].[Br:16]Br. Given the product [Br:16][CH:11]1[CH2:12][CH2:13][CH2:14][CH:9]([C:3]2[CH:4]=[CH:5][C:6]([Cl:8])=[CH:7][C:2]=2[Cl:1])[C:10]1=[O:15], predict the reactants needed to synthesize it.